From a dataset of Forward reaction prediction with 1.9M reactions from USPTO patents (1976-2016). Predict the product of the given reaction. (1) Given the reactants [CH3:1][N:2]1[CH2:9][C@@H:8]2[C@@H:4]([N:5]([C:10]3[CH:15]=[CH:14][C:13]([CH2:16][NH2:17])=[CH:12][CH:11]=3)[CH2:6][CH2:7]2)[CH2:3]1.Br[C:19]1[CH:20]=[C:21]([CH:24]=[CH:25][CH:26]=1)[C:22]#[N:23].C1(P(C2C=CC=CC=2)C2C=CC3C(=CC=CC=3)C=2C2C3C(=CC=CC=3)C=CC=2P(C2C=CC=CC=2)C2C=CC=CC=2)C=CC=CC=1.C(=O)([O-])[O-].[Cs+].[Cs+], predict the reaction product. The product is: [CH3:1][N:2]1[CH2:9][C@@H:8]2[C@@H:4]([N:5]([C:10]3[CH:15]=[CH:14][C:13]([CH2:16][NH:17][C:19]4[CH:20]=[C:21]([CH:24]=[CH:25][CH:26]=4)[C:22]#[N:23])=[CH:12][CH:11]=3)[CH2:6][CH2:7]2)[CH2:3]1. (2) Given the reactants Br[CH2:2][C:3]([C:5]1[CH:6]=[CH:7][C:8]2[C:9]([CH:23]=1)=[CH:10][CH:11]=[C:12]1[C:17]=2[O:16][CH2:15][C:14]2[CH:18]=[C:19]([Br:22])[CH:20]=[CH:21][C:13]1=2)=[O:4].[CH2:24]([O:31][C:32]([N:34]1[CH2:38][CH2:37][CH2:36][C@H:35]1[C:39]([OH:41])=[O:40])=[O:33])[C:25]1[CH:30]=[CH:29][CH:28]=[CH:27][CH:26]=1.C(N(CC)CC)C, predict the reaction product. The product is: [N:34]1([C:32]([O:31][CH2:24][C:25]2[CH:30]=[CH:29][CH:28]=[CH:27][CH:26]=2)=[O:33])[CH2:38][CH2:37][CH2:36][C@H:35]1[C:39]([O:41][CH2:2][C:3]([C:5]1[CH:6]=[CH:7][C:8]2[C:9]([CH:23]=1)=[CH:10][CH:11]=[C:12]1[C:17]=2[O:16][CH2:15][C:14]2[CH:18]=[C:19]([Br:22])[CH:20]=[CH:21][C:13]1=2)=[O:4])=[O:40]. (3) Given the reactants C(OC(C1C=NN(C2N=C3C(N=CN3[C@@H]3C[C@H](NC(=O)CC)[C@@H](O)[C@H]3O)=C(NC(C3C=CC(OC)=CC=3)C3C=CC(OC)=CC=3)N=2)C=1)=O)C.[C:50]1([CH:56]([C:82]2[CH:87]=[CH:86][CH:85]=[CH:84][CH:83]=2)[CH2:57][NH:58][C:59]2[N:67]=[C:66]([NH:68][NH2:69])[N:65]=[C:64]3[C:60]=2[N:61]=[CH:62][N:63]3[C@@H:70]2[CH2:74][C@H:73]([NH:75][C:76](=[O:79])[CH2:77][OH:78])[C@@H:72]([OH:80])[C@H:71]2[OH:81])[CH:55]=[CH:54][CH:53]=[CH:52][CH:51]=1.[N+:88]([CH:91]([CH:94]=O)[CH:92]=O)([O-:90])=[O:89].[Na], predict the reaction product. The product is: [C:82]1([CH:56]([C:50]2[CH:51]=[CH:52][CH:53]=[CH:54][CH:55]=2)[CH2:57][NH:58][C:59]2[N:67]=[C:66]([N:68]3[CH:94]=[C:91]([N+:88]([O-:90])=[O:89])[CH:92]=[N:69]3)[N:65]=[C:64]3[C:60]=2[N:61]=[CH:62][N:63]3[C@@H:70]2[CH2:74][C@H:73]([NH:75][C:76](=[O:79])[CH2:77][OH:78])[C@@H:72]([OH:80])[C@H:71]2[OH:81])[CH:83]=[CH:84][CH:85]=[CH:86][CH:87]=1. (4) Given the reactants C([O:8][C@@H:9]1[C@@H:17]([C@@:18]([OH:24])([CH3:23])[C:19]([F:22])([F:21])[F:20])[O:16][C@H:15]2[C@H:11]([N:12]=[C:13]([N:25](C)[C:26](=O)OC(C)(C)C)[S:14]2)[C@@H:10]1[F:34])C1C=CC=CC=1.[Si](C(F)(F)F)(C)(C)C.B(Cl)(Cl)Cl, predict the reaction product. The product is: [F:34][C@H:10]1[C@H:11]2[N:12]=[C:13]([NH:25][CH3:26])[S:14][C@H:15]2[O:16][C@H:17]([C@@:18]([OH:24])([CH3:23])[C:19]([F:22])([F:21])[F:20])[C@H:9]1[OH:8]. (5) Given the reactants [Br:1][C:2]1[C:7]([Br:8])=[C:6]([O:9][CH3:10])[C:5]([Br:11])=[CH:4][C:3]=1[NH:12][C:13]([NH:15]C(=O)OCC)=[S:14].C(N)C, predict the reaction product. The product is: [Br:1][C:2]1[C:7]([Br:8])=[C:6]([O:9][CH3:10])[C:5]([Br:11])=[CH:4][C:3]=1[NH:12][C:13]([NH2:15])=[S:14]. (6) Given the reactants C(OC([N:8]1[CH2:23][CH2:22][C:11]2([CH2:15][N:14]([CH2:16][C:17]([O:19][CH3:20])=[O:18])[C:13](=[O:21])[CH2:12]2)[CH2:10][CH2:9]1)=O)(C)(C)C.C(O)([C:26]([F:29])([F:28])[F:27])=O, predict the reaction product. The product is: [F:27][C:26]([CH2:16][C:17]([OH:19])=[O:18])([F:29])[F:28].[O:21]=[C:13]1[CH2:12][C:11]2([CH2:22][CH2:23][NH:8][CH2:9][CH2:10]2)[CH2:15][N:14]1[CH2:16][C:17]([O:19][CH3:20])=[O:18]. (7) Given the reactants [Cl:1][C:2]1[CH:3]=[CH:4][C:5]([O:21][CH2:22][C:23]2[CH:28]=CC=C[CH:24]=2)=[C:6]([CH2:8][C:9]2[S:10][CH:11]=[C:12]([C:14](/[N:16]=[CH:17]/[N:18]([CH3:20])[CH3:19])=[O:15])[N:13]=2)[CH:7]=1.ClC1C=CC(OCC(C)C)=C(CC2SC=C(C(N)=O)N=2)C=1, predict the reaction product. The product is: [Cl:1][C:2]1[CH:3]=[CH:4][C:5]([O:21][CH2:22][CH:23]([CH3:28])[CH3:24])=[C:6]([CH2:8][C:9]2[S:10][CH:11]=[C:12]([C:14](/[N:16]=[CH:17]/[N:18]([CH3:19])[CH3:20])=[O:15])[N:13]=2)[CH:7]=1. (8) The product is: [F:22][C:2]([F:1])([F:21])[O:3][C:4]1[CH:5]=[C:6]([C:10]2[CH:11]=[C:12]([CH2:16][C:17]([OH:19])=[O:18])[CH:13]=[N:14][CH:15]=2)[CH:7]=[CH:8][CH:9]=1. Given the reactants [F:1][C:2]([F:22])([F:21])[O:3][C:4]1[CH:5]=[C:6]([C:10]2[CH:11]=[C:12]([CH2:16][C:17]([O:19]C)=[O:18])[CH:13]=[N:14][CH:15]=2)[CH:7]=[CH:8][CH:9]=1.[Li+].[OH-], predict the reaction product. (9) The product is: [Cl:1][C:2]1[CH:3]=[C:4]([CH:13]=[CH:14][C:15]=1[F:16])[CH2:5][N:6]1[CH2:11][CH2:10][CH:9]=[CH:8][C:7]1=[O:12]. Given the reactants [Cl:1][C:2]1[CH:3]=[C:4]([CH:13]=[CH:14][C:15]=1[F:16])[CH2:5][N:6]1[CH2:11][CH2:10][CH2:9][CH2:8][C:7]1=[O:12].C[Si]([N-][Si](C)(C)C)(C)C.[Li+].C1(S(OC)(=O)=O)C=CC=CC=1, predict the reaction product.